From a dataset of Reaction yield outcomes from USPTO patents with 853,638 reactions. Predict the reaction yield, written as a fraction of the theoretical maximum amount of product (1.0 means a 100% yield; for example, 0.34 means a 34% yield). (1) The reactants are [N:1]1[C:10]2[C:5](=[CH:6][CH:7]=[CH:8][CH:9]=2)[CH:4]=[CH:3][C:2]=1[N:11]1[CH2:14][CH:13]([C:15]2[C:16]([N:21]3[CH2:27][CH2:26][CH2:25][N:24](C(OC(C)(C)C)=O)[CH2:23][CH2:22]3)=[N:17][CH:18]=[CH:19][N:20]=2)[CH2:12]1.Cl.C(OCC)C. No catalyst specified. The product is [N:21]1([C:16]2[C:15]([CH:13]3[CH2:12][N:11]([C:2]4[CH:3]=[CH:4][C:5]5[C:10](=[CH:9][CH:8]=[CH:7][CH:6]=5)[N:1]=4)[CH2:14]3)=[N:20][CH:19]=[CH:18][N:17]=2)[CH2:27][CH2:26][CH2:25][NH:24][CH2:23][CH2:22]1. The yield is 0.870. (2) The reactants are [NH2:1][C:2]1[CH:7]=[CH:6][C:5]([C:8]2[CH:13]=[CH:12][CH:11]=[C:10]([F:14])[CH:9]=2)=[CH:4][C:3]=1[C:15](=[O:17])[CH3:16].[BH4-].[Na+].S([O-])([O-])(=O)=O.[NH4+].[NH4+].C(OCC)(=O)C. The catalyst is CO. The product is [NH2:1][C:2]1[CH:7]=[CH:6][C:5]([C:8]2[CH:13]=[CH:12][CH:11]=[C:10]([F:14])[CH:9]=2)=[CH:4][C:3]=1[CH:15]([OH:17])[CH3:16]. The yield is 0.670.